From a dataset of Peptide-MHC class I binding affinity with 185,985 pairs from IEDB/IMGT. Regression. Given a peptide amino acid sequence and an MHC pseudo amino acid sequence, predict their binding affinity value. This is MHC class I binding data. (1) The peptide sequence is KNYPASLHK. The MHC is HLA-A26:03 with pseudo-sequence HLA-A26:03. The binding affinity (normalized) is 0.0847. (2) The peptide sequence is KEGCQKILSVL. The MHC is H-2-Kk with pseudo-sequence H-2-Kk. The binding affinity (normalized) is 0.370. (3) The peptide sequence is YMLMGFQLK. The MHC is HLA-A68:02 with pseudo-sequence HLA-A68:02. The binding affinity (normalized) is 0.0847. (4) The peptide sequence is MPAYIRNTL. The MHC is BoLA-AW10 with pseudo-sequence BoLA-AW10. The binding affinity (normalized) is 0.0641.